From a dataset of Catalyst prediction with 721,799 reactions and 888 catalyst types from USPTO. Predict which catalyst facilitates the given reaction. Reactant: [BH4-].[Na+].B(F)(F)F.CCOCC.[CH:12]([C@H:25]1[O:30][CH2:29][C@@H:28]([NH:31][C:32](=O)[CH2:33][C:34]2[CH:39]=[CH:38][C:37]([F:40])=[CH:36][CH:35]=2)[CH2:27][CH2:26]1)([C:19]1[CH:24]=[CH:23][CH:22]=[CH:21][CH:20]=1)[C:13]1[CH:18]=[CH:17][CH:16]=[CH:15][CH:14]=1.CO. Product: [CH:12]([C@H:25]1[O:30][CH2:29][C@@H:28]([NH:31][CH2:32][CH2:33][C:34]2[CH:39]=[CH:38][C:37]([F:40])=[CH:36][CH:35]=2)[CH2:27][CH2:26]1)([C:13]1[CH:18]=[CH:17][CH:16]=[CH:15][CH:14]=1)[C:19]1[CH:20]=[CH:21][CH:22]=[CH:23][CH:24]=1. The catalyst class is: 1.